Dataset: Reaction yield outcomes from USPTO patents with 853,638 reactions. Task: Predict the reaction yield, written as a fraction of the theoretical maximum amount of product (1.0 means a 100% yield; for example, 0.34 means a 34% yield). (1) The catalyst is O.C(OCC)(=O)C. The yield is 0.340. The reactants are [Cl-].O[NH3+:3].[C:4](=[O:7])([O-])[OH:5].[Na+].CS(C)=O.[Si]([O:20][C:21]1([CH2:24][O:25][C@H:26]2[CH2:31][CH2:30][C@H:29]([N:32]3[C:37](=[O:38])[C:36]([CH2:39][C:40]4[CH:45]=[CH:44][C:43]([C:46]5[C:47]([C:52]#[N:53])=[CH:48][CH:49]=[CH:50][CH:51]=5)=[CH:42][CH:41]=4)=[C:35]([CH2:54][CH2:55][CH3:56])[N:34]4[N:57]=[CH:58][N:59]=[C:33]34)[CH2:28][CH2:27]2)[CH2:23][CH2:22]1)(C(C)(C)C)(C)C. The product is [OH:20][C:21]1([CH2:24][O:25][C@H:26]2[CH2:27][CH2:28][C@H:29]([N:32]3[C:37](=[O:38])[C:36]([CH2:39][C:40]4[CH:41]=[CH:42][C:43]([C:46]5[CH:51]=[CH:50][CH:49]=[CH:48][C:47]=5[C:52]5[NH:53][C:4](=[O:7])[O:5][N:3]=5)=[CH:44][CH:45]=4)=[C:35]([CH2:54][CH2:55][CH3:56])[N:34]4[N:57]=[CH:58][N:59]=[C:33]34)[CH2:30][CH2:31]2)[CH2:22][CH2:23]1. (2) The reactants are [O-]S(S([O-])=O)=O.[Na+].[Na+].[C:9]([C:11]1[CH:12]=[C:13]([N:20]([C:25]2[C:44]([CH:45]3[CH2:47][CH2:46]3)=[CH:43][C:28]3[C:29]([C:39]([NH:41][CH3:42])=[O:40])=[C:30]([C:32]4[CH:37]=[CH:36][C:35]([F:38])=[CH:34][CH:33]=4)[O:31][C:27]=3[CH:26]=2)[S:21]([CH3:24])(=[O:23])=[O:22])[CH:14]=[CH:15][C:16]=1[N+:17]([O-])=O)#[N:10]. The catalyst is O.C1COCC1. The product is [NH2:17][C:16]1[CH:15]=[CH:14][C:13]([N:20]([C:25]2[C:44]([CH:45]3[CH2:47][CH2:46]3)=[CH:43][C:28]3[C:29]([C:39]([NH:41][CH3:42])=[O:40])=[C:30]([C:32]4[CH:33]=[CH:34][C:35]([F:38])=[CH:36][CH:37]=4)[O:31][C:27]=3[CH:26]=2)[S:21]([CH3:24])(=[O:23])=[O:22])=[CH:12][C:11]=1[C:9]#[N:10]. The yield is 0.743. (3) The reactants are C(N(CC)CC)C.[CH3:8][O:9][C:10]1[C:15]([O:16][CH3:17])=[C:14]([O:18][CH3:19])[CH:13]=[C:12]([CH3:20])[C:11]=1[CH:21]([C:23]1[C:28]([C:29]([F:32])([F:31])[F:30])=[C:27]([Cl:33])[N:26]=[C:25](Cl)[C:24]=1[Cl:35])[OH:22]. The catalyst is CO.[C].[Pd]. The product is [CH3:8][O:9][C:10]1[C:15]([O:16][CH3:17])=[C:14]([O:18][CH3:19])[CH:13]=[C:12]([CH3:20])[C:11]=1[CH:21]([C:23]1[C:24]([Cl:35])=[CH:25][N:26]=[C:27]([Cl:33])[C:28]=1[C:29]([F:30])([F:32])[F:31])[OH:22]. The yield is 0.240. (4) The product is [F:1][C:2]([F:21])([F:20])[C:3]([F:19])([F:18])[S:4]([O:7][CH3:23])(=[O:6])=[O:5]. The reactants are [F:1][C:2]([F:21])([F:20])[C:3]([F:19])([F:18])[S:4]([O:7]S(C(F)(F)C(F)(F)F)(=O)=O)(=[O:6])=[O:5].F[C:23](F)(F)C(F)(F)S(O)(=O)=O.C(=O)(OC)OC. No catalyst specified. The yield is 0.841. (5) The reactants are [N:1]1[C:5]2[CH:6]=[CH:7][CH:8]=[CH:9][C:4]=2[NH:3][CH:2]=1.[CH3:10][O:11][CH2:12][CH2:13]Cl.C(=O)([O-])[O-].[K+].[K+]. The catalyst is CN(C)C=O. The product is [CH3:10][O:11][CH2:12][CH2:13][N:1]1[C:5]2[CH:6]=[CH:7][CH:8]=[CH:9][C:4]=2[N:3]=[CH:2]1. The yield is 0.870.